This data is from Reaction yield outcomes from USPTO patents with 853,638 reactions. The task is: Predict the reaction yield, written as a fraction of the theoretical maximum amount of product (1.0 means a 100% yield; for example, 0.34 means a 34% yield). (1) The reactants are [F:1][C:2]1[CH:8]=[CH:7][C:6]([F:9])=[CH:5][C:3]=1[NH2:4].[F:10][C:11]([F:24])([O:15][C:16]1[CH:17]=[C:18]([CH:21]=[CH:22][CH:23]=1)[CH:19]=O)[CH:12]([F:14])[F:13]. The catalyst is C1CCCCC1. The product is [F:1][C:2]1[CH:8]=[CH:7][C:6]([F:9])=[CH:5][C:3]=1[NH:4][CH2:19][C:18]1[CH:21]=[CH:22][CH:23]=[C:16]([O:15][C:11]([F:10])([F:24])[CH:12]([F:13])[F:14])[CH:17]=1. The yield is 0.860. (2) The yield is 0.430. The product is [Br:1][C:2]1[CH:6]=[CH:5][S:4][C:3]=1[C:7]([NH:14][CH:15]([C:17]1[S:18][CH:19]=[CH:20][N:21]=1)[CH3:16])=[C:8]([C:12]#[N:13])[C:9]([NH:25][CH:22]([CH3:24])[CH3:23])=[O:11]. The reactants are [Br:1][C:2]1[CH:6]=[CH:5][S:4][C:3]=1/[C:7](/[NH:14][CH:15]([C:17]1[S:18][CH:19]=[CH:20][N:21]=1)[CH3:16])=[C:8](\[C:12]#[N:13])/[C:9]([OH:11])=O.[CH:22]([NH2:25])([CH3:24])[CH3:23].OC1C2N=NNC=2C=CC=1.C(N(C(C)C)CC)(C)C.C1(N=C=NC2CCCCC2)CCCCC1. The catalyst is C(Cl)Cl. (3) The reactants are COC1C=CC(C[N:8](CC2C=CC(OC)=CC=2)[C:9]2[N:14]=[C:13]([CH3:15])[N:12]=[C:11]([C:16]3[N:20]4[N:21]=[CH:22][CH:23]=[CH:24][C:19]4=[N:18][C:17]=3[NH:25][C:26]3[CH:30]=[CH:29][NH:28][N:27]=3)[CH:10]=2)=CC=1.[H-].[Na+].Br[CH2:45][C:46]1[CH:47]=[N:48][CH:49]=[CH:50][CH:51]=1.FC(F)(F)S(O)(=O)=O.C(O)(C(F)(F)F)=O. The catalyst is O.CN(C=O)C. The product is [NH2:8][C:9]1[N:14]=[C:13]([CH3:15])[N:12]=[C:11]([C:16]2[N:20]3[N:21]=[CH:22][CH:23]=[CH:24][C:19]3=[N:18][C:17]=2[NH:25][C:26]2[CH:30]=[CH:29][N:28]([CH2:45][C:46]3[CH:47]=[N:48][CH:49]=[CH:50][CH:51]=3)[N:27]=2)[CH:10]=1. The yield is 0.254. (4) The reactants are [CH3:1][O:2][C:3]1[CH:4]=[C:5]2[C:10](=[CH:11][C:12]=1[O:13][CH3:14])[N:9]=[CH:8][CH:7]=[C:6]2[O:15][C:16]1[C:22]([CH3:23])=[CH:21][C:19]([NH2:20])=[C:18]([CH3:24])[CH:17]=1.Cl[C:26](Cl)([O:28][C:29](=[O:35])OC(Cl)(Cl)Cl)Cl.[N:37]1[CH:42]=[CH:41][CH:40]=[CH:39][C:38]=1CO.C(=O)(O)[O-].[Na+]. The catalyst is C(Cl)Cl.C(N(CC)CC)C.C1(C)C=CC=CC=1. The product is [CH3:1][O:2][C:3]1[CH:4]=[C:5]2[C:10](=[CH:11][C:12]=1[O:13][CH3:14])[N:9]=[CH:8][CH:7]=[C:6]2[O:15][C:16]1[C:22]([CH3:23])=[CH:21][C:19]([NH:20][C:29](=[O:35])[O:28][CH2:26][C:38]2[CH:39]=[CH:40][CH:41]=[CH:42][N:37]=2)=[C:18]([CH3:24])[CH:17]=1. The yield is 0.940.